Dataset: Full USPTO retrosynthesis dataset with 1.9M reactions from patents (1976-2016). Task: Predict the reactants needed to synthesize the given product. (1) Given the product [CH3:1][N:2]([C:7]1[N:12]=[C:11]([C:13]2[CH:18]=[CH:17][C:16]([F:19])=[CH:15][CH:14]=2)[C:10](/[CH:20]=[CH:21]/[C@@H:22]([OH:27])[CH2:23][C@@H:24]([OH:29])[CH2:25][C:26]([OH:28])=[O:33])=[C:9]([CH:30]([CH3:31])[CH3:32])[N:8]=1)[S:3]([CH3:6])(=[O:5])=[O:4], predict the reactants needed to synthesize it. The reactants are: [CH3:1][N:2]([C:7]1[N:12]=[C:11]([C:13]2[CH:18]=[CH:17][C:16]([F:19])=[CH:15][CH:14]=2)[C:10](/[CH:20]=[CH:21]/[C@H:22]2[O:27][C:26](=[O:28])[CH2:25][C@H:24]([OH:29])[CH2:23]2)=[C:9]([CH:30]([CH3:32])[CH3:31])[N:8]=1)[S:3]([CH3:6])(=[O:5])=[O:4].[OH-:33].[Ca+2].[OH-]. (2) Given the product [Br:1][C:2]1[CH:7]=[C:6]([B:32]2[O:33][C:34]([CH3:36])([CH3:35])[C:30]([CH3:46])([CH3:29])[O:31]2)[CH:5]=[C:4]([CH3:8])[CH:3]=1, predict the reactants needed to synthesize it. The reactants are: [Br:1][C:2]1[CH:7]=[CH:6][CH:5]=[C:4]([CH3:8])[CH:3]=1.C(C1C=CN=C(C2C=C(C(C)(C)C)C=CN=2)C=1)(C)(C)C.[CH3:29][C:30]1([CH3:46])[C:34]([CH3:36])([CH3:35])[O:33][B:32]([B:32]2[O:33][C:34]([CH3:36])([CH3:35])[C:30]([CH3:46])([CH3:29])[O:31]2)[O:31]1. (3) Given the product [CH2:10]([NH:6][C:5]1[CH:7]=[CH:8][CH:9]=[C:3]([O:2][CH3:1])[CH:4]=1)[CH2:11][CH2:12][CH3:13], predict the reactants needed to synthesize it. The reactants are: [CH3:1][O:2][C:3]1[CH:4]=[C:5]([CH:7]=[CH:8][CH:9]=1)[NH2:6].[CH:10](=O)[CH2:11][CH2:12][CH3:13]. (4) The reactants are: [Cl:1][C:2]1[N:7]=[N:6][C:5]([NH:8][CH2:9][C:10]([C:13]2[CH:18]=[CH:17][C:16]([F:19])=[CH:15][CH:14]=2)([CH3:12])[CH3:11])=[CH:4][C:3]=1C.ClC1N=NC(Cl)=CC=1[C:28]([NH2:30])=[O:29].FC1C=CC(C(C)(C)CN)=CC=1.C(N(C(C)C)CC)(C)C. Given the product [Cl:1][C:2]1[N:7]=[N:6][C:5]([NH:8][CH2:9][C:10]([C:13]2[CH:14]=[CH:15][C:16]([F:19])=[CH:17][CH:18]=2)([CH3:11])[CH3:12])=[C:4]([C:28]([NH2:30])=[O:29])[CH:3]=1, predict the reactants needed to synthesize it. (5) Given the product [NH2:8][C:9]1[S:10][C:11]([Cl:74])=[C:12]([C:14](=[N:53][OH:54])[C:15]([NH:17][C@@H:18]2[C:25](=[O:26])[N:24]3[C@@H:19]2[S:20][CH2:21][C:22](/[CH:43]=[CH:44]/[S:104][C:102]2[CH:101]=[CH:100][N:99]=[C:98]([S:97][CH2:96][CH2:95][NH2:94])[N:103]=2)=[C:23]3[C:27]([OH:29])=[O:28])=[O:16])[N:13]=1, predict the reactants needed to synthesize it. The reactants are: C(OC([NH:8][C:9]1[S:10][C:11]([Cl:74])=[C:12]([C:14](=[N:53][O:54]C(C2C=CC=CC=2)(C2C=CC=CC=2)C2C=CC=CC=2)[C:15]([NH:17][C@@H:18]2[C:25](=[O:26])[N:24]3[C@@H:19]2[S:20][CH2:21][C:22](/[CH:43]=[CH:44]/OS(C(F)(F)F)(=O)=O)=[C:23]3[C:27]([O:29]C(C2C=CC=CC=2)C2C=CC=CC=2)=[O:28])=[O:16])[N:13]=1)=O)CCC.C([NH:94][CH2:95][CH2:96][S:97][C:98]1[N:103]=[C:102]([SH:104])[CH:101]=[CH:100][N:99]=1)(C1C=CC=CC=1)(C1C=CC=CC=1)C1C=CC=CC=1. (6) Given the product [F:17][C:15]1[CH:16]=[C:11]([CH2:10][C@@H:9]([C:19]2[C:24]([C:25]3[CH:26]=[CH:27][C:28]([F:34])=[C:29]([CH:33]=3)[C:30]([NH2:32])=[O:31])=[CH:23][CH:22]=[CH:21][N:20]=2)[NH:8][C:47](=[O:49])[CH2:46][CH:40]2[C:39]3[C:43](=[C:44]([CH3:45])[C:36]([CH3:35])=[CH:37][CH:38]=3)[NH:42][C:41]2=[O:4])[CH:12]=[C:13]([F:18])[CH:14]=1, predict the reactants needed to synthesize it. The reactants are: FC(F)(F)C(O)=[O:4].[NH2:8][C@H:9]([C:19]1[C:24]([C:25]2[CH:26]=[CH:27][C:28]([F:34])=[C:29]([CH:33]=2)[C:30]([NH2:32])=[O:31])=[CH:23][CH:22]=[CH:21][N:20]=1)[CH2:10][C:11]1[CH:16]=[C:15]([F:17])[CH:14]=[C:13]([F:18])[CH:12]=1.[CH3:35][C:36]1[C:44]([CH3:45])=[C:43]2[C:39]([CH:40]([CH2:46][C:47]([OH:49])=O)[CH2:41][NH:42]2)=[CH:38][CH:37]=1. (7) The reactants are: [Cl:1][C:2]1[CH:3]=[N:4][CH:5]=[C:6]([Cl:20])[C:7]=1[S:8][C:9]1[S:13][C:12]([C:14](Cl)=[O:15])=[CH:11][C:10]=1[N+:17]([O-:19])=[O:18].Cl(O)(=O)=O.[CH3:25][S:26]([C:29]1[CH:36]=[CH:35][C:32]([CH2:33][NH2:34])=[CH:31][CH:30]=1)(=[O:28])=[O:27]. Given the product [Cl:1][C:2]1[CH:3]=[N:4][CH:5]=[C:6]([Cl:20])[C:7]=1[S:8][C:9]1[S:13][C:12]([C:14]([NH:34][CH2:33][C:32]2[CH:31]=[CH:30][C:29]([S:26]([CH3:25])(=[O:28])=[O:27])=[CH:36][CH:35]=2)=[O:15])=[CH:11][C:10]=1[N+:17]([O-:19])=[O:18], predict the reactants needed to synthesize it. (8) Given the product [I:24][C:14]1[C:9]([O:8][CH2:7][C:6]2[CH:5]=[CH:4][C:3]([O:2][CH3:1])=[CH:23][CH:22]=2)=[N:10][C:11]([N:15]2[CH2:16][CH2:17][N:18]([CH3:21])[CH2:19][CH2:20]2)=[N:12][CH:13]=1, predict the reactants needed to synthesize it. The reactants are: [CH3:1][O:2][C:3]1[CH:23]=[CH:22][C:6]([CH2:7][O:8][C:9]2[CH:14]=[CH:13][N:12]=[C:11]([N:15]3[CH2:20][CH2:19][N:18]([CH3:21])[CH2:17][CH2:16]3)[N:10]=2)=[CH:5][CH:4]=1.[I:24]N1C(=O)CCC1=O.C(O)(C(F)(F)F)=O.C([O-])([O-])=O.[Na+].[Na+].